Dataset: Reaction yield outcomes from USPTO patents with 853,638 reactions. Task: Predict the reaction yield, written as a fraction of the theoretical maximum amount of product (1.0 means a 100% yield; for example, 0.34 means a 34% yield). (1) The reactants are [C:1](Cl)(=[O:3])[CH3:2].[CH2:5]([C:7]1[CH:13]=[CH:12][CH:11]=[CH:10][C:8]=1[NH2:9])[CH3:6].CCN(CC)CC.C(Cl)Cl. The catalyst is O. The product is [CH2:5]([C:7]1[CH:13]=[CH:12][CH:11]=[CH:10][C:8]=1[NH:9][C:1](=[O:3])[CH3:2])[CH3:6]. The yield is 1.00. (2) The catalyst is O1CCOCC1.O.C1C=CC([P]([Pd]([P](C2C=CC=CC=2)(C2C=CC=CC=2)C2C=CC=CC=2)([P](C2C=CC=CC=2)(C2C=CC=CC=2)C2C=CC=CC=2)[P](C2C=CC=CC=2)(C2C=CC=CC=2)C2C=CC=CC=2)(C2C=CC=CC=2)C2C=CC=CC=2)=CC=1. The yield is 0.500. The product is [OH:10][C:4]1[C:5](=[O:8])[NH:6][CH:7]=[C:2]([C:19]2[CH:20]=[CH:21][C:16]([C:12]([OH:14])=[O:13])=[CH:17][CH:18]=2)[CH:3]=1. The reactants are Br[C:2]1[CH:3]=[C:4]([O:10]C)[C:5]([O:8]C)=[N:6][CH:7]=1.[C:12]([C:16]1[CH:21]=[CH:20][C:19](B(O)O)=[CH:18][CH:17]=1)([O:14]C)=[O:13].C([O-])([O-])=O.[K+].[K+]. (3) The reactants are [CH2:1]([Sn:5](Cl)([CH2:10][CH2:11][CH2:12][CH3:13])[CH2:6][CH2:7][CH2:8][CH3:9])[CH2:2][CH2:3][CH3:4].[CH3:15][S-:16].[Na+]. The catalyst is C(Cl)(Cl)(Cl)Cl. The product is [CH2:1]([Sn:5]([CH2:10][CH2:11][CH2:12][CH3:13])([CH2:6][CH2:7][CH2:8][CH3:9])[S:16][CH3:15])[CH2:2][CH2:3][CH3:4]. The yield is 0.950. (4) The reactants are [NH2:1][C:2]1[N:3]=[C:4](S(C)(=O)=O)[C:5]2[N:10]=[C:9]([CH:11]3[CH2:13][CH2:12]3)[S:8][C:6]=2[N:7]=1.[C:18]([O-])([O-])=[O:19].[K+].[K+]. The catalyst is O1CCOCC1.CO. The product is [NH2:1][C:2]1[N:3]=[C:4]([O:19][CH3:18])[C:5]2[N:10]=[C:9]([CH:11]3[CH2:13][CH2:12]3)[S:8][C:6]=2[N:7]=1. The yield is 0.900. (5) The reactants are [Na+].[Cl:2][C:3]1[CH:4]=[CH:5][C:6]([O:27][CH2:28][CH3:29])=[C:7]([C:9]2[N:14]=[C:13]([NH:15][CH3:16])[N:12]=[C:11]([NH:17][C:18]3[CH:26]=[CH:25][C:21]([C:22]([O-])=[O:23])=[CH:20][CH:19]=3)[CH:10]=2)[CH:8]=1.[Al].[Li].CO.Cl. The catalyst is O1CCCC1. The product is [Cl:2][C:3]1[CH:4]=[CH:5][C:6]([O:27][CH2:28][CH3:29])=[C:7]([C:9]2[N:14]=[C:13]([NH:15][CH3:16])[N:12]=[C:11]([NH:17][C:18]3[CH:26]=[CH:25][C:21]([CH2:22][OH:23])=[CH:20][CH:19]=3)[CH:10]=2)[CH:8]=1. The yield is 0.830. (6) The yield is 0.833. The catalyst is O1CCCC1.C(O)C.O. The reactants are [Br-].[Br-].[Br-].C1([N+](C)(C)C)C=CC=CC=1.C1([N+](C)(C)C)C=CC=CC=1.C1([N+](C)(C)C)C=CC=CC=1.[F:34][C:35]([F:50])([F:49])[C:36]1[CH:37]=[C:38]([C:46](=O)[CH3:47])[CH:39]=[C:40]([C:42]([F:45])([F:44])[F:43])[CH:41]=1.S([O-])([O-])(=O)=O.[Na+].[Na+].[NH2:58][C:59]([NH2:61])=[S:60].C(=O)([O-])O.[Na+]. The product is [NH2:61][C:59]1[S:60][CH:47]=[C:46]([C:38]2[CH:37]=[C:36]([C:35]([F:50])([F:49])[F:34])[CH:41]=[C:40]([C:42]([F:45])([F:44])[F:43])[CH:39]=2)[N:58]=1.